From a dataset of Full USPTO retrosynthesis dataset with 1.9M reactions from patents (1976-2016). Predict the reactants needed to synthesize the given product. (1) Given the product [Br:1][C:2]1[CH:3]=[C:4]([CH2:9][Br:12])[CH:5]=[CH:6][C:7]=1[Cl:8], predict the reactants needed to synthesize it. The reactants are: [Br:1][C:2]1[CH:3]=[C:4]([CH2:9]O)[CH:5]=[CH:6][C:7]=1[Cl:8].P(Br)(Br)[Br:12]. (2) Given the product [CH2:21]([O:23][C:24]([C:26]1[CH:31]=[CH:30][C:29]([C:2]2[CH:20]=[CH:19][CH:18]=[CH:17][C:3]=2[CH2:4][N:5]2[C:13]3[C:8](=[CH:9][C:10]([C:14]([OH:16])=[O:15])=[CH:11][CH:12]=3)[CH:7]=[CH:6]2)=[CH:28][CH:27]=1)=[O:25])[CH3:22], predict the reactants needed to synthesize it. The reactants are: Br[C:2]1[CH:20]=[CH:19][CH:18]=[CH:17][C:3]=1[CH2:4][N:5]1[C:13]2[C:8](=[CH:9][C:10]([C:14]([OH:16])=[O:15])=[CH:11][CH:12]=2)[CH:7]=[CH:6]1.[CH2:21]([O:23][C:24]([C:26]1[CH:31]=[CH:30][C:29](B(O)O)=[CH:28][CH:27]=1)=[O:25])[CH3:22]. (3) Given the product [OH:17][C:18]1[CH:19]=[C:10]([O:9][CH2:8][O:7][CH3:6])[CH:11]=[CH:12][C:13]=1[CH:14]([CH2:32][CH:33]=[CH2:34])[C:15]([C:22]1[CH:23]=[CH:24][C:25]([O:28][CH2:29][O:30][CH3:31])=[CH:26][CH:27]=1)([CH3:21])[CH2:16][OH:20], predict the reactants needed to synthesize it. The reactants are: O1CCCC1.[CH3:6][O:7][CH2:8][O:9][C:10]1[CH:19]=[C:18]2[C:13]([CH:14]([CH2:32][CH:33]=[CH2:34])[C:15]([C:22]3[CH:27]=[CH:26][C:25]([O:28][CH2:29][O:30][CH3:31])=[CH:24][CH:23]=3)([CH3:21])[C:16](=[O:20])[O:17]2)=[CH:12][CH:11]=1.[H-].[Al+3].[Li+].[H-].[H-].[H-].[Cl-].[NH4+]. (4) Given the product [CH2:28]([C:10]1[C:9]([Br:11])=[CH:8][C:7]([CH2:12][C:13]2[CH:14]=[CH:15][C:16]([O:19][CH3:20])=[CH:17][CH:18]=2)=[C:6]([Cl:21])[C:5]=1[OH:4])[CH:27]=[CH2:32], predict the reactants needed to synthesize it. The reactants are: C([O:4][C:5]1[CH:10]=[C:9]([Br:11])[CH:8]=[C:7]([CH2:12][C:13]2[CH:18]=[CH:17][C:16]([O:19][CH3:20])=[CH:15][CH:14]=2)[C:6]=1[Cl:21])C=C.CCN([C:27]1[CH:28]=CC=C[CH:32]=1)CC. (5) Given the product [CH2:1]([N:8]1[C:12]([NH:13][C:25]2[CH:26]=[CH:27][C:22]([O:21][Si:14]([C:17]([CH3:20])([CH3:19])[CH3:18])([CH3:15])[CH3:16])=[CH:23][CH:24]=2)=[CH:11][CH:10]=[N:9]1)[C:2]1[CH:3]=[CH:4][CH:5]=[CH:6][CH:7]=1, predict the reactants needed to synthesize it. The reactants are: [CH2:1]([N:8]1[C:12]([NH2:13])=[CH:11][CH:10]=[N:9]1)[C:2]1[CH:7]=[CH:6][CH:5]=[CH:4][CH:3]=1.[Si:14]([O:21][C:22]1[CH:27]=[CH:26][C:25](B(O)O)=[CH:24][CH:23]=1)([C:17]([CH3:20])([CH3:19])[CH3:18])([CH3:16])[CH3:15].N1C=CC=CC=1. (6) Given the product [Cl:18][C:15]1[CH:16]=[CH:17][C:12]([NH:11][S:8]([C:5]2[CH:6]=[CH:7][C:2]([N:87]3[CH2:86][C@H:85]([CH3:84])[O:90][C@H:89]([CH3:91])[CH2:88]3)=[C:3]([F:28])[CH:4]=2)(=[O:10])=[O:9])=[C:13]([C:19]([C:21]2[CH:22]=[N:23][C:24]([CH3:27])=[CH:25][CH:26]=2)=[O:20])[CH:14]=1, predict the reactants needed to synthesize it. The reactants are: Br[C:2]1[CH:7]=[CH:6][C:5]([S:8]([NH:11][C:12]2[CH:17]=[CH:16][C:15]([Cl:18])=[CH:14][C:13]=2[C:19]([C:21]2[CH:22]=[N:23][C:24]([CH3:27])=[CH:25][CH:26]=2)=[O:20])(=[O:10])=[O:9])=[CH:4][C:3]=1[F:28].O.[O-]P([O-])([O-])=O.[K+].[K+].[K+].C1(P(C2C=CC=CC=2)C2C=CC3C(=CC=CC=3)C=2C2C3C(=CC=CC=3)C=CC=2P(C2C=CC=CC=2)C2C=CC=CC=2)C=CC=CC=1.[CH3:84][C@H:85]1[O:90][C@@H:89]([CH3:91])[CH2:88][NH:87][CH2:86]1.